Task: Predict the product of the given reaction.. Dataset: Forward reaction prediction with 1.9M reactions from USPTO patents (1976-2016) (1) Given the reactants Cl[C:2]1[C:11]2[C:6](=[CH:7][CH:8]=[C:9]([Cl:12])[N:10]=2)[N:5]=[CH:4][C:3]=1[C:13](=[O:15])[CH3:14].[CH3:16][N:17]1[CH2:22][CH2:21][CH:20]([CH2:23][NH2:24])[CH2:19][CH2:18]1, predict the reaction product. The product is: [Cl:12][C:9]1[N:10]=[C:11]2[C:6](=[CH:7][CH:8]=1)[N:5]=[CH:4][C:3]([C:13](=[O:15])[CH3:14])=[C:2]2[NH:24][CH2:23][CH:20]1[CH2:21][CH2:22][N:17]([CH3:16])[CH2:18][CH2:19]1. (2) Given the reactants C1(=O)C=CC(=O)C=C1.[Cl-].[Li+].[CH3:11][C:12]1[CH:17]=[CH:16][C:15]([S:18]([O:21][CH2:22][C@@H:23]2[O:28][C:27]3[C:29]([CH2:34][CH:35]=[CH2:36])=[C:30]([NH2:33])[CH:31]=[CH:32][C:26]=3[O:25][CH2:24]2)(=[O:20])=[O:19])=[CH:14][CH:13]=1, predict the reaction product. The product is: [CH3:11][C:12]1[CH:17]=[CH:16][C:15]([S:18]([O:21][CH2:22][CH:23]2[O:28][C:27]3=[C:29]4[C:30](=[CH:31][CH:32]=[C:26]3[O:25][CH2:24]2)[NH:33][C:35]([CH3:36])=[CH:34]4)(=[O:20])=[O:19])=[CH:14][CH:13]=1. (3) Given the reactants [CH3:1][O:2][C:3]1[CH:20]=[C:19]([O:21][CH3:22])[CH:18]=[CH:17][C:4]=1[C:5]([C:7]1[CH:12]=[CH:11][C:10]([O:13][CH2:14][CH2:15][OH:16])=[CH:9][CH:8]=1)=[O:6].[C:23](O[C:23](=[O:27])[C:24]([CH3:26])=[CH2:25])(=[O:27])[C:24]([CH3:26])=[CH2:25].C(N(CC)CC)C.O, predict the reaction product. The product is: [CH3:1][O:2][C:3]1[CH:20]=[C:19]([O:21][CH3:22])[CH:18]=[CH:17][C:4]=1[C:5]([C:7]1[CH:12]=[CH:11][C:10]([O:13][CH2:14][CH2:15][O:16][C:23](=[O:27])[C:24]([CH3:26])=[CH2:25])=[CH:9][CH:8]=1)=[O:6]. (4) Given the reactants [Cl:1][C:2]1[CH:7]=[CH:6][C:5]([CH:8]([C:26]2[CH:31]=[CH:30][C:29]([CH:32]=O)=[CH:28][CH:27]=2)[N:9]2[CH2:12][C:11](=[C:13]([C:18]3[CH:23]=[C:22]([F:24])[CH:21]=[C:20]([F:25])[CH:19]=3)[S:14]([CH3:17])(=[O:16])=[O:15])[CH2:10]2)=[CH:4][CH:3]=1.C(O[BH-](OC(=O)C)OC(=O)C)(=O)C.[Na+].[NH:48]1[CH2:52][CH2:51][CH2:50][CH2:49]1.[OH-].[Na+], predict the reaction product. The product is: [Cl:1][C:2]1[CH:7]=[CH:6][C:5]([CH:8]([C:26]2[CH:31]=[CH:30][C:29]([CH2:32][N:48]3[CH2:52][CH2:51][CH2:50][CH2:49]3)=[CH:28][CH:27]=2)[N:9]2[CH2:12][C:11](=[C:13]([C:18]3[CH:23]=[C:22]([F:24])[CH:21]=[C:20]([F:25])[CH:19]=3)[S:14]([CH3:17])(=[O:16])=[O:15])[CH2:10]2)=[CH:4][CH:3]=1. (5) Given the reactants [NH2:1][C:2]([C:14]1[CH:19]=[CH:18][CH:17]=[C:16]([Br:20])[CH:15]=1)([C:6]1[CH:11]=[CH:10][CH:9]=[C:8]([O:12][CH3:13])[CH:7]=1)[C:3]([OH:5])=O.[C:21](O)([C:23](F)(F)F)=O.[OH-].[K+].C[N:31]=[C:32]=[S:33], predict the reaction product. The product is: [Br:20][C:16]1[CH:15]=[C:14]([C:2]2([C:6]3[CH:11]=[CH:10][CH:9]=[C:8]([O:12][CH3:13])[CH:7]=3)[NH:1][C:32](=[S:33])[N:31]([CH2:21][CH3:23])[C:3]2=[O:5])[CH:19]=[CH:18][CH:17]=1. (6) Given the reactants [Cl:1][C:2]1[CH:10]=[CH:9][C:5]([C:6](Cl)=[O:7])=[CH:4][N:3]=1.[Br:11][C:12]1[CH:13]=[C:14]([C:16]([N+:21]([O-:23])=[O:22])=[CH:17][C:18]=1[O:19][CH3:20])[NH2:15], predict the reaction product. The product is: [Cl:1][C:2]1[N:3]=[CH:4][C:5]([C:6]([NH:15][C:14]2[C:16]([N+:21]([O-:23])=[O:22])=[CH:17][C:18]([O:19][CH3:20])=[C:12]([Br:11])[CH:13]=2)=[O:7])=[CH:9][CH:10]=1. (7) The product is: [Br:1][C:2]1[C:7]2[O:8][CH2:9][O:10][C:6]=2[C:5]([O:11][C:13]2[C:18]3[CH:19]=[CH:20][O:21][C:17]=3[CH:16]=[CH:15][N:14]=2)=[CH:4][CH:3]=1. Given the reactants [Br:1][C:2]1[C:7]2[O:8][CH2:9][O:10][C:6]=2[C:5]([OH:11])=[CH:4][CH:3]=1.Cl[C:13]1[C:18]2[CH:19]=[CH:20][O:21][C:17]=2[CH:16]=[CH:15][N:14]=1.C(=O)([O-])[O-].[Cs+].[Cs+].C(OCC)(=O)C, predict the reaction product. (8) Given the reactants [NH2:1][C:2]1[CH:7]=[CH:6][C:5]([C:8]([N:10]2[CH2:15][CH2:14][CH2:13][CH:12]([CH2:16][NH:17][C:18]3[N:23]=[C:22]([C:24]4[C:32]5[C:27](=[CH:28][CH:29]=[CH:30][CH:31]=5)[NH:26][CH:25]=4)[C:21]([Cl:33])=[CH:20][N:19]=3)[CH2:11]2)=[O:9])=[CH:4][CH:3]=1.C[CH2:35][N:36]([CH:40]([CH3:42])C)[CH:37](C)C.BrC/C=[CH:46]/[C:47](Cl)=[O:48].CNC, predict the reaction product. The product is: [Cl:33][C:21]1[C:22]([C:24]2[C:32]3[C:27](=[CH:28][CH:29]=[CH:30][CH:31]=3)[NH:26][CH:25]=2)=[N:23][C:18]([NH:17][CH2:16][CH:12]2[CH2:13][CH2:14][CH2:15][N:10]([C:8]([C:5]3[CH:6]=[CH:7][C:2]([NH:1][C:47](=[O:48])/[CH:46]=[CH:42]/[CH2:40][N:36]([CH3:35])[CH3:37])=[CH:3][CH:4]=3)=[O:9])[CH2:11]2)=[N:19][CH:20]=1. (9) The product is: [CH3:35][S:36]([O:25][CH2:24][C:15]1[N:14]([CH3:26])[C:13](=[O:27])[C:12]2[N:8]([CH2:1][C:2]3[CH:7]=[CH:6][CH:5]=[CH:4][CH:3]=3)[CH:9]=[CH:10][C:11]=2[C:16]=1[C:17]1[CH:22]=[CH:21][C:20]([Cl:23])=[CH:19][CH:18]=1)(=[O:38])=[O:37]. Given the reactants [CH2:1]([N:8]1[C:12]2[C:13](=[O:27])[N:14]([CH3:26])[C:15]([CH2:24][OH:25])=[C:16]([C:17]3[CH:22]=[CH:21][C:20]([Cl:23])=[CH:19][CH:18]=3)[C:11]=2[CH:10]=[CH:9]1)[C:2]1[CH:7]=[CH:6][CH:5]=[CH:4][CH:3]=1.CCN(CC)CC.[CH3:35][S:36](Cl)(=[O:38])=[O:37], predict the reaction product.